Dataset: Experimentally validated miRNA-target interactions with 360,000+ pairs, plus equal number of negative samples. Task: Binary Classification. Given a miRNA mature sequence and a target amino acid sequence, predict their likelihood of interaction. (1) The miRNA is hsa-miR-4703-5p with sequence UAGCAAUACAGUACAAAUAUAGU. The protein sequence of the target gene is MRLAAAANEAYTAPLAVSGLLGCKQCGGGRDQDEELGIRIPRPLGQGPSRFIPEKEILQVGSEDAQMHALFADSFAALGRLDNITLVMVFHPQYLESFLKTQHYLLQMDGPLPLHYRHYIGIMAAARHQCSYLVNLHVNDFLHVGGDPKWLNGLENAPQKLQNLGELNKVLAHRPWLITKEHIEGLLKAEEHSWSLAELVHAVVLLTHYHSLASFTFGCGISPEIHCDGGHTFRPPSVSNYCICDITNGNHSVDEMPVNSAENVSVSDSFFEVEALMEKMRQLQECRDEEEASQEEMASR.... Result: 1 (interaction). (2) The miRNA is gga-miR-9-5p with sequence UCUUUGGUUAUCUAGCUGUAUGA. The protein sequence of the target gene is MCPARSLLLVATLVLLDHLSLARNLPVATPDPGMFPCLHHSQNLLRAVSNMLQKARQTLEFYPCTSEEIDHEDITKDKTSTVEACLPLELTKNESCLNSRETSFITNGSCLASRKTSFMMALCLSSIYEDLKMYQVEFKTMNAKLLMDPKRQIFLDQNMLAVIDELMQALNFNSETVPQKSSLEEPDFYKTKIKLCILLHAFRIRAVTIDRVMSYLNAS. Result: 0 (no interaction). (3) The miRNA is hsa-miR-3972 with sequence CUGCCAGCCCCGUUCCAGGGCA. The protein sequence of the target gene is MRLSVRRVLLAAGCALVLVLAVQLGQQVLECRAVLAGLRSPRGAMRPEQEELVMVGTNHVEYRYGKAMPLIFVGGVPRSGTTLMRAMLDAHPEVRCGEETRIIPRVLAMRQAWSKSGREKLRLDEAGVTDEVLDAAMQAFILEVIAKHGEPARVLCNKDPFTLKSSVYLSRLFPNSKFLLMVRDGRASVHSMITRKVTIAGFDLSSYRDCLTKWNKAIEVMYAQCMEVGKEKCLPVYYEQLVLHPRRSLKLILDFLGIAWSDAVLHHEDLIGKPGGVSLSKIERSTDQVIKPVNLEALSK.... Result: 0 (no interaction).